Dataset: Full USPTO retrosynthesis dataset with 1.9M reactions from patents (1976-2016). Task: Predict the reactants needed to synthesize the given product. (1) Given the product [CH2:3]([N:10]1[CH2:19][C:18](=[O:21])[C:13]2([CH2:17][CH2:16][CH2:15]2)[C:11]1=[O:12])[C:4]1[CH:5]=[CH:6][CH:7]=[CH:8][CH:9]=1, predict the reactants needed to synthesize it. The reactants are: [H-].[Na+].[CH2:3]([NH:10][C:11]([C:13]1([C:18](=[O:21])[CH2:19]Br)[CH2:17][CH2:16][CH2:15]C1)=[O:12])[C:4]1[CH:9]=[CH:8][CH:7]=[CH:6][CH:5]=1. (2) Given the product [CH3:26][O:27][C:28]([CH:30]1[CH2:35][N:34]([C:8]2[S:9][CH:10]=[C:11]([C:13]3[CH2:17][CH:16]([C:18]4[C:23]([F:24])=[CH:22][CH:21]=[CH:20][C:19]=4[F:25])[O:15][N:14]=3)[N:12]=2)[CH2:33][CH2:32][N:31]1[C:36]([O:38][C:39]([CH3:42])([CH3:41])[CH3:40])=[O:37])=[O:29], predict the reactants needed to synthesize it. The reactants are: C(=O)([O-])[O-].[K+].[K+].Br[C:8]1[S:9][CH:10]=[C:11]([C:13]2[CH2:17][CH:16]([C:18]3[C:23]([F:24])=[CH:22][CH:21]=[CH:20][C:19]=3[F:25])[O:15][N:14]=2)[N:12]=1.[CH3:26][O:27][C:28]([CH:30]1[CH2:35][NH:34][CH2:33][CH2:32][N:31]1[C:36]([O:38][C:39]([CH3:42])([CH3:41])[CH3:40])=[O:37])=[O:29].